From a dataset of Rat liver microsome stability data. Regression/Classification. Given a drug SMILES string, predict its absorption, distribution, metabolism, or excretion properties. Task type varies by dataset: regression for continuous measurements (e.g., permeability, clearance, half-life) or binary classification for categorical outcomes (e.g., BBB penetration, CYP inhibition). Dataset: rlm. (1) The molecule is Cc1ccc(S(=O)(=O)Nc2cnccc2C(=O)Nc2nc(-c3cccnc3)cs2)cc1. The result is 1 (stable in rat liver microsomes). (2) The drug is CC(C)S(=O)(=O)c1cccc(Oc2cccc(-c3ccnc4c(C(F)(F)F)cccc34)c2)c1. The result is 1 (stable in rat liver microsomes). (3) The compound is O=C([C@@H]1CCCN(c2ccc3nc(C4(n5cc(Cl)cn5)CC4)[nH]c3n2)C1)N1CCCC1. The result is 0 (unstable in rat liver microsomes). (4) The drug is Cc1noc(C)c1C(=O)N1CCC2(CCCN(C(c3ccccc3)c3ccccc3)C2)CC1. The result is 1 (stable in rat liver microsomes).